Dataset: Forward reaction prediction with 1.9M reactions from USPTO patents (1976-2016). Task: Predict the product of the given reaction. (1) Given the reactants [F-].C([N+](CCCC)(CCCC)CCCC)CCC.[CH:19]1([C:25]2[C:33]3[C:28](=[CH:29][C:30]([C:34]([O:36][CH3:37])=[O:35])=[CH:31][CH:32]=3)[N:27]([CH2:38][C:39]#[CH:40])[C:26]=2[C:41]2[CH:46]=[CH:45][C:44]([O:47][CH3:48])=[CH:43][C:42]=2[CH2:49][O:50][Si](C(C)C)(C(C)C)C(C)C)[CH2:24][CH2:23][CH2:22][CH2:21][CH2:20]1, predict the reaction product. The product is: [CH:19]1([C:25]2[C:33]3[C:28](=[CH:29][C:30]([C:34]([O:36][CH3:37])=[O:35])=[CH:31][CH:32]=3)[N:27]([CH2:38][C:39]#[CH:40])[C:26]=2[C:41]2[CH:46]=[CH:45][C:44]([O:47][CH3:48])=[CH:43][C:42]=2[CH2:49][OH:50])[CH2:24][CH2:23][CH2:22][CH2:21][CH2:20]1. (2) Given the reactants [CH:1]1([N:6]2[C:15]3[N:14]=[C:13]([NH:16][C:17]4[CH:18]=[CH:19][C:20]([C:27]([O-:29])=[O:28])=[C:21]5[C:25]=4[O:24][CH:23]([CH3:26])[CH2:22]5)[N:12]=[CH:11][C:10]=3[N:9]([CH3:30])[C:8](=[O:31])[C@H:7]2[CH2:32][CH3:33])[CH2:5][CH2:4][CH2:3][CH2:2]1.[OH-].[Li+].Cl, predict the reaction product. The product is: [CH:1]1([N:6]2[C:15]3[N:14]=[C:13]([NH:16][C:17]4[CH:18]=[CH:19][C:20]([C:27]([OH:29])=[O:28])=[C:21]5[C:25]=4[O:24][CH:23]([CH3:26])[CH2:22]5)[N:12]=[CH:11][C:10]=3[N:9]([CH3:30])[C:8](=[O:31])[C@H:7]2[CH2:32][CH3:33])[CH2:2][CH2:3][CH2:4][CH2:5]1. (3) Given the reactants [F:1][C:2]1[CH:7]=[CH:6][C:5]([OH:8])=[CH:4][CH:3]=1.[C:9]1([CH:15](O)[CH2:16][CH2:17][N:18]2[CH2:23][CH2:22][N:21]([C:24]3[CH:29]=[CH:28][CH:27]=[CH:26][CH:25]=3)[CH2:20][CH2:19]2)[CH:14]=[CH:13][CH:12]=[CH:11][CH:10]=1.C1(P(C2C=CC=CC=2)C2C=CC=CC=2)C=CC=CC=1.N(C(OC(C)C)=O)=NC(OC(C)C)=O.CC(OC(/N=N/C(OC(C)C)=O)=O)C, predict the reaction product. The product is: [F:1][C:2]1[CH:7]=[CH:6][C:5]([O:8][CH:15]([C:9]2[CH:14]=[CH:13][CH:12]=[CH:11][CH:10]=2)[CH2:16][CH2:17][N:18]2[CH2:23][CH2:22][N:21]([C:24]3[CH:29]=[CH:28][CH:27]=[CH:26][CH:25]=3)[CH2:20][CH2:19]2)=[CH:4][CH:3]=1. (4) Given the reactants Cl.[NH2:2][C@H:3]1[CH2:8][CH2:7][C@H:6]([NH:9][C:10]([C:12]2[C:16]3=[N:17][CH:18]=[CH:19][C:20]([C:21]4[CH:26]=[C:25]([O:27][CH3:28])[CH:24]=[CH:23][C:22]=4[O:29][CH2:30][CH:31]4[CH2:33][CH2:32]4)=[C:15]3[NH:14][C:13]=2[CH3:34])=[O:11])[CH2:5][CH2:4]1.C([O:38][CH2:39][C:40](Cl)=[O:41])(=O)C, predict the reaction product. The product is: [CH:31]1([CH2:30][O:29][C:22]2[CH:23]=[CH:24][C:25]([O:27][CH3:28])=[CH:26][C:21]=2[C:20]2[CH:19]=[CH:18][N:17]=[C:16]3[C:12]([C:10]([NH:9][C@H:6]4[CH2:7][CH2:8][C@H:3]([NH:2][C:39](=[O:38])[CH2:40][OH:41])[CH2:4][CH2:5]4)=[O:11])=[C:13]([CH3:34])[NH:14][C:15]=23)[CH2:32][CH2:33]1. (5) Given the reactants Cl[C:2]1[N:11]=[CH:10][C:9]([CH2:12][C:13]2[CH:14]=[N:15][C:16]([O:19]C)=[CH:17][CH:18]=2)=[C:8]2[C:3]=1[CH:4]=[CH:5][CH:6]=[N:7]2.ClC1N=CC(CC2C=NC(Cl)=CC=2)=C2C=1C=CC=N2.[F:40][C:41]([F:50])([F:49])[C:42]1[CH:43]=[C:44]([CH:46]=[CH:47][CH:48]=1)[NH2:45].Cl.O1CCOCC1, predict the reaction product. The product is: [F:40][C:41]([F:49])([F:50])[C:42]1[CH:43]=[C:44]([CH:46]=[CH:47][CH:48]=1)[NH:45][C:2]1[N:11]=[CH:10][C:9]([CH2:12][C:13]2[CH:14]=[N:15][C:16]([OH:19])=[CH:17][CH:18]=2)=[C:8]2[C:3]=1[CH:4]=[CH:5][CH:6]=[N:7]2. (6) Given the reactants [H-].[Al+3].[Li+].[H-].[H-].[H-].[F:7][C:8]1[CH:16]=[CH:15][C:14]([F:17])=[C:13]2[C:9]=1[C:10](=O)[O:11][C:12]2=[O:18].C(OCC)C.CC(=O)OCC, predict the reaction product. The product is: [F:7][C:8]1[C:9]([CH2:10][OH:11])=[C:13]([CH2:12][OH:18])[C:14]([F:17])=[CH:15][CH:16]=1.